The task is: Predict which catalyst facilitates the given reaction.. This data is from Catalyst prediction with 721,799 reactions and 888 catalyst types from USPTO. Reactant: O[C@H:2]1[CH2:6][N:5]([C:7]([O:9][C:10]([CH3:13])([CH3:12])[CH3:11])=[O:8])[C@@H:4]([C:14]([O:16][CH3:17])=[O:15])[CH2:3]1.COCCN(S(F)(F)[F:28])CCOC. Product: [F:28][C@@H:2]1[CH2:6][N:5]([C:7]([O:9][C:10]([CH3:13])([CH3:12])[CH3:11])=[O:8])[C@H:4]([C:14]([O:16][CH3:17])=[O:15])[CH2:3]1. The catalyst class is: 526.